From a dataset of Forward reaction prediction with 1.9M reactions from USPTO patents (1976-2016). Predict the product of the given reaction. (1) Given the reactants [C:1]1([C:7]2[S:11][C:10]([NH:12][C:13](=[O:18])[CH2:14][C:15]([OH:17])=O)=[N:9][CH:8]=2)[CH:6]=[CH:5][CH:4]=[CH:3][CH:2]=1.CCN(C(C)C)C(C)C.C1C=CC2N(O)N=NC=2C=1.CCN=C=NCCCN(C)C.Cl.Cl.Cl.[Cl:52][C:53]1[CH:58]=[CH:57][CH:56]=[CH:55][C:54]=1[NH:59][CH:60]1[CH2:65][CH2:64][NH:63][CH2:62][CH2:61]1, predict the reaction product. The product is: [Cl:52][C:53]1[CH:58]=[CH:57][CH:56]=[CH:55][C:54]=1[NH:59][CH:60]1[CH2:65][CH2:64][N:63]([C:15](=[O:17])[CH2:14][C:13]([NH:12][C:10]2[S:11][C:7]([C:1]3[CH:2]=[CH:3][CH:4]=[CH:5][CH:6]=3)=[CH:8][N:9]=2)=[O:18])[CH2:62][CH2:61]1. (2) Given the reactants Br[C:2]1[CH:3]=[C:4]([S:8][CH3:9])[CH:5]=[CH:6][CH:7]=1.[CH2:10]([N:17]1[CH2:22][CH2:21][C:20](=[O:23])[CH:19]([CH3:24])[CH2:18]1)[C:11]1[CH:16]=[CH:15][CH:14]=[CH:13][CH:12]=1, predict the reaction product. The product is: [CH2:10]([N:17]1[CH2:22][CH2:21][C:20]([C:2]2[CH:7]=[CH:6][CH:5]=[C:4]([S:8][CH3:9])[CH:3]=2)([OH:23])[CH:19]([CH3:24])[CH2:18]1)[C:11]1[CH:12]=[CH:13][CH:14]=[CH:15][CH:16]=1. (3) Given the reactants Br[C:2]1[CH:3]=[CH:4][C:5]([N:8]2[CH2:13][CH2:12][O:11][CH2:10][CH2:9]2)=[N:6][CH:7]=1.[C:14]([O:18]C(C)(C)C)(=[O:17])[CH:15]=[CH2:16].C(O)(=O)C=C, predict the reaction product. The product is: [O:11]1[CH2:12][CH2:13][N:8]([C:5]2[N:6]=[CH:7][C:2](/[CH:16]=[CH:15]/[C:14]([OH:18])=[O:17])=[CH:3][CH:4]=2)[CH2:9][CH2:10]1. (4) The product is: [CH2:44]([NH:43][C:42]([C:33]1[NH:32][C:31]([C:19]2[C:18]3[C:22](=[CH:23][CH:24]=[C:16]([C:13]4[CH:12]=[N:11][CH:10]=[C:9]([CH2:8][NH:7][CH2:47][CH3:48])[C:14]=4[CH3:15])[CH:17]=3)[NH:21][N:20]=2)=[N:35][C:34]=1[C:36]1[CH:37]=[CH:38][CH:39]=[CH:40][CH:41]=1)=[O:46])[CH3:45]. Given the reactants C(OC(=O)[N:7]([CH2:47][CH3:48])[CH2:8][C:9]1[CH:10]=[N:11][CH:12]=[C:13]([C:16]2[CH:17]=[C:18]3[C:22](=[CH:23][CH:24]=2)[N:21](C2CCCCO2)[N:20]=[C:19]3[C:31]2[NH:32][C:33]([C:42](=[O:46])[NH:43][CH2:44][CH3:45])=[C:34]([C:36]3[CH:41]=[CH:40][CH:39]=[CH:38][CH:37]=3)[N:35]=2)[C:14]=1[CH3:15])(C)(C)C.C(O)(C(F)(F)F)=O.C([SiH](CC)CC)C, predict the reaction product. (5) Given the reactants [C:1]1([C@H:7]([CH2:9][OH:10])[NH2:8])[CH:6]=[CH:5][CH:4]=[CH:3][CH:2]=1.C(N(CC)CC)C.[Cl:18][CH:19]([CH2:23][CH3:24])[C:20](Cl)=[O:21], predict the reaction product. The product is: [Cl:18][CH:19]([CH2:23][CH3:24])[C:20]([NH:8][C@H:7]([C:1]1[CH:6]=[CH:5][CH:4]=[CH:3][CH:2]=1)[CH2:9][OH:10])=[O:21]. (6) Given the reactants C([O:3][C:4](=[O:34])[CH2:5][C:6]1[N:7]=[C:8]([NH:11][C:12](=[O:33])[CH:13]([C:20]2[CH:25]=[CH:24][C:23]([O:26][C:27]3[CH:32]=[CH:31][CH:30]=[CH:29][CH:28]=3)=[CH:22][CH:21]=2)[CH2:14][CH:15]2[CH2:19][CH2:18][CH2:17][CH2:16]2)[S:9][CH:10]=1)C.[OH-].[K+], predict the reaction product. The product is: [CH:15]1([CH2:14][CH:13]([C:20]2[CH:21]=[CH:22][C:23]([O:26][C:27]3[CH:32]=[CH:31][CH:30]=[CH:29][CH:28]=3)=[CH:24][CH:25]=2)[C:12]([NH:11][C:8]2[S:9][CH:10]=[C:6]([CH2:5][C:4]([OH:34])=[O:3])[N:7]=2)=[O:33])[CH2:19][CH2:18][CH2:17][CH2:16]1. (7) Given the reactants [Cl:1][C:2]1[CH:3]=[N:4][C:5]2[N:6]([N:8]=[C:9]([C:11]([OH:13])=O)[CH:10]=2)[CH:7]=1.[Cl:14][C:15]1[CH:24]=[C:23]2[C:18]([CH2:19][CH2:20][NH:21][CH:22]2[CH3:25])=[CH:17][CH:16]=1, predict the reaction product. The product is: [Cl:14][C:15]1[CH:24]=[C:23]2[C:18]([CH2:19][CH2:20][N:21]([C:11]([C:9]3[CH:10]=[C:5]4[N:4]=[CH:3][C:2]([Cl:1])=[CH:7][N:6]4[N:8]=3)=[O:13])[CH:22]2[CH3:25])=[CH:17][CH:16]=1. (8) Given the reactants Cl.[NH2:2][C:3]1[CH:8]=[CH:7][CH:6]=[CH:5][C:4]=1[NH:9][C:10]([C:12]1[O:13][C:14]([CH2:17][C:18]2[C:26]3[O:25][C:24]([CH:27]([CH3:29])[CH3:28])=[CH:23][C:22]=3[CH:21]=[C:20]([Cl:30])[CH:19]=2)=[CH:15][CH:16]=1)=O, predict the reaction product. The product is: [ClH:30].[Cl:30][C:20]1[CH:19]=[C:18]([CH2:17][C:14]2[O:13][C:12]([C:10]3[NH:9][C:4]4[CH:5]=[CH:6][CH:7]=[CH:8][C:3]=4[N:2]=3)=[CH:16][CH:15]=2)[C:26]2[O:25][C:24]([CH:27]([CH3:29])[CH3:28])=[CH:23][C:22]=2[CH:21]=1. (9) Given the reactants [C:1]([O:5][C:6]([NH:8][CH:9]([CH:14]1[CH2:19][CH2:18][O:17][CH2:16][CH2:15]1)[C:10]([O:12]C)=[O:11])=[O:7])([CH3:4])([CH3:3])[CH3:2].[OH-].[Na+], predict the reaction product. The product is: [C:1]([O:5][C:6]([NH:8][CH:9]([CH:14]1[CH2:15][CH2:16][O:17][CH2:18][CH2:19]1)[C:10]([OH:12])=[O:11])=[O:7])([CH3:4])([CH3:2])[CH3:3]. (10) Given the reactants [Cl:1][C:2]1[CH:7]=[C:6]([C:8]([F:11])([F:10])[F:9])[CH:5]=[C:4]([Cl:12])[C:3]=1[C:13]1[N:18]([CH2:19][C:20]2[CH:25]=[CH:24][C:23]([C:26]([CH3:29])([CH3:28])[CH3:27])=[CH:22][CH:21]=2)[C:17](=[O:30])[CH:16]=[C:15]([OH:31])[N:14]=1.[Cl-].C[Al+]C.CCCCCC.C(C1C=CC([CH2:50][NH2:51])=CC=1)(C)(C)C.ClC1C=C(C(F)(F)F)C=C(Cl)C=1C#N.C(OCC)(=O)[CH2:69][C:70]([O:72]CC)=[O:71].C[O-:80].[Na+].CO.[OH-].[Na+], predict the reaction product. The product is: [Cl:12][C:4]1[CH:5]=[C:6]([C:8]([F:10])([F:11])[F:9])[CH:7]=[C:2]([Cl:1])[C:3]=1[C:13]1[N:18]([CH2:19][C:20]2[CH:25]=[CH:24][C:23]([C:26]([CH3:28])([CH3:27])[CH3:29])=[CH:22][CH:21]=2)[C:17](=[O:30])[C:16]([C:50]([NH:51][CH2:69][C:70]([OH:72])=[O:71])=[O:80])=[C:15]([OH:31])[N:14]=1.